From a dataset of Catalyst prediction with 721,799 reactions and 888 catalyst types from USPTO. Predict which catalyst facilitates the given reaction. (1) Reactant: [NH:1]1[C:10]2[C:5](=[CH:6][CH:7]=[CH:8][C:9]=2[CH2:11][CH2:12][C:13]2[CH:22]=[CH:21][C:16]([C:17]([O:19][CH3:20])=[O:18])=[CH:15][CH:14]=2)[CH2:4][CH2:3][CH2:2]1.C([O-])([O-])=O.[K+].[K+].[CH3:29][O:30][C:31]1[CH:32]=[C:33]([CH:36]=[C:37]([O:39][CH3:40])[CH:38]=1)[CH2:34]Br.C(OCC)(=O)C. Product: [CH3:40][O:39][C:37]1[CH:36]=[C:33]([CH:32]=[C:31]([O:30][CH3:29])[CH:38]=1)[CH2:34][N:1]1[C:10]2[C:5](=[CH:6][CH:7]=[CH:8][C:9]=2[CH2:11][CH2:12][C:13]2[CH:14]=[CH:15][C:16]([C:17]([O:19][CH3:20])=[O:18])=[CH:21][CH:22]=2)[CH2:4][CH2:3][CH2:2]1. The catalyst class is: 3. (2) Reactant: C[N:2](C)/[CH:3]=[CH:4]/[C:5]([C:7]1[CH:15]=[C:14]2[C:10]([C:11]([CH2:24][CH3:25])=[N:12][N:13]2COCC[Si](C)(C)C)=[CH:9][CH:8]=1)=O.Cl.[CH2:28]([O:35][C:36]1[CH:37]=[C:38]([NH:42]N)[CH:39]=[CH:40][CH:41]=1)[C:29]1[CH:34]=[CH:33][CH:32]=[CH:31][CH:30]=1. Product: [CH2:28]([O:35][C:36]1[CH:37]=[C:38]([N:42]2[C:5]([C:7]3[CH:15]=[C:14]4[C:10]([C:11]([CH2:24][CH3:25])=[N:12][NH:13]4)=[CH:9][CH:8]=3)=[CH:4][CH:3]=[N:2]2)[CH:39]=[CH:40][CH:41]=1)[C:29]1[CH:30]=[CH:31][CH:32]=[CH:33][CH:34]=1. The catalyst class is: 8. (3) The catalyst class is: 446. Reactant: [F:1][C:2]1[C:3]([F:23])=[CH:4][C:5]2[O:9][C:8](=[O:10])[N:7]([CH:11]([C:13]3[CH:18]=[CH:17][CH:16]=[C:15]([N+:19]([O-])=O)[CH:14]=3)[CH3:12])[C:6]=2[CH:22]=1. Product: [NH2:19][C:15]1[CH:14]=[C:13]([CH:11]([N:7]2[C:6]3[CH:22]=[C:2]([F:1])[C:3]([F:23])=[CH:4][C:5]=3[O:9][C:8]2=[O:10])[CH3:12])[CH:18]=[CH:17][CH:16]=1. (4) The catalyst class is: 7. Product: [CH2:33]([O:1][CH2:2][CH2:3][NH:4][C@@H:12]1[C@@H:16]([C:17]2[CH:22]=[CH:21][CH:20]=[CH:19][CH:18]=2)[CH2:15][N:14]([S:23]([C:26]2[N:27]=[CH:28][N:29]([CH3:31])[CH:30]=2)(=[O:24])=[O:25])[CH2:13]1)[CH3:34]. Reactant: [OH:1][CH2:2][CH2:3][N:4]([C@@H:12]1[C@@H:16]([C:17]2[CH:22]=[CH:21][CH:20]=[CH:19][CH:18]=2)[CH2:15][N:14]([S:23]([C:26]2[N:27]=[CH:28][N:29]([CH3:31])[CH:30]=2)(=[O:25])=[O:24])[CH2:13]1)C(=O)OC(C)(C)C.I[CH2:33][CH3:34].[H-].[Na+].Cl. (5) Reactant: [CH2:1]([N:6]1[CH:10]=[C:9]([C:11]2[CH:12]=[CH:13][C:14]3[N:15]([CH:17]=[CH:18][N:19]=3)[N:16]=2)[CH:8]=[N:7]1)[C:2]([CH3:5])([CH3:4])[CH3:3].[Cl:20]N1C(=O)CCC1=O. Product: [Cl:20][C:17]1[N:15]2[N:16]=[C:11]([C:9]3[CH:8]=[N:7][N:6]([CH2:1][C:2]([CH3:5])([CH3:4])[CH3:3])[CH:10]=3)[CH:12]=[CH:13][C:14]2=[N:19][CH:18]=1. The catalyst class is: 31. (6) Reactant: [Cl:1][C:2]1[CH:13]=[CH:12][CH:11]=[C:10]([Cl:14])[C:3]=1[CH2:4][C:5]1[NH:9][CH:8]=[N:7][CH:6]=1.C([O-])(O)=O.[Na+].C1C=CC(OC(Cl)=[S:28])=CC=1. Product: [Cl:14][C:10]1[CH:11]=[CH:12][CH:13]=[C:2]([Cl:1])[C:3]=1[CH2:4][C:5]1[NH:9][C:8](=[S:28])[NH:7][CH:6]=1. The catalyst class is: 20. (7) Reactant: [F:1][C:2]1[CH:7]=[C:6]([S:8][CH3:9])[CH:5]=[C:4]([F:10])[C:3]=1[C:11]1[N:16]=[C:15]([C:17]([O-:19])=[O:18])[CH:14]=[CH:13][C:12]=1[F:20].[Li+].[OH-]. Product: [F:1][C:2]1[CH:7]=[C:6]([S:8][CH3:9])[CH:5]=[C:4]([F:10])[C:3]=1[C:11]1[N:16]=[C:15]([C:17]([OH:19])=[O:18])[CH:14]=[CH:13][C:12]=1[F:20]. The catalyst class is: 1.